Task: Binary Classification. Given a drug SMILES string, predict its activity (active/inactive) in a high-throughput screening assay against a specified biological target.. Dataset: M1 muscarinic receptor antagonist screen with 61,756 compounds (1) The drug is S(=O)(=O)(NCCC=1CCCCC1)c1c(OC)ccc(OC)c1. The result is 1 (active). (2) The drug is O=C1C2(CN(CC1(CN(C2)C(=O)CCCC)C)C(=O)CCCC)C. The result is 0 (inactive). (3) The compound is S(c1n(c(nn1)c1nccnc1)C)CC(=O)c1ccc(F)cc1. The result is 0 (inactive).